From a dataset of Forward reaction prediction with 1.9M reactions from USPTO patents (1976-2016). Predict the product of the given reaction. (1) Given the reactants Br[CH:2]([CH2:8][CH:9]1[CH2:14][CH2:13][CH2:12][CH2:11][CH2:10]1)[C:3]([CH:5]1[CH2:7][CH2:6]1)=O.[NH2:15][C:16]1[CH:21]=[C:20]([C:22]([N:24]([CH2:27][CH3:28])[CH2:25][CH3:26])=[O:23])[CH:19]=[CH:18][N:17]=1, predict the reaction product. The product is: [CH:9]1([CH2:8][C:2]2[N:17]3[CH:18]=[CH:19][C:20]([C:22]([N:24]([CH2:27][CH3:28])[CH2:25][CH3:26])=[O:23])=[CH:21][C:16]3=[N:15][C:3]=2[CH:5]2[CH2:7][CH2:6]2)[CH2:14][CH2:13][CH2:12][CH2:11][CH2:10]1. (2) Given the reactants [Si:1]([O:8][CH:9]([CH2:15][CH2:16][CH2:17][CH2:18][CH2:19][CH2:20][CH2:21]/[CH:22]=[CH:23]\[CH2:24]/[CH:25]=[CH:26]\[CH2:27][CH2:28][CH2:29][CH2:30][CH3:31])[CH2:10][C:11](OC)=[O:12])([C:4]([CH3:7])([CH3:6])[CH3:5])([CH3:3])[CH3:2].CC(C[AlH]CC(C)C)C.Cl, predict the reaction product. The product is: [Si:1]([O:8][CH:9]([CH2:15][CH2:16][CH2:17][CH2:18][CH2:19][CH2:20][CH2:21]/[CH:22]=[CH:23]\[CH2:24]/[CH:25]=[CH:26]\[CH2:27][CH2:28][CH2:29][CH2:30][CH3:31])[CH2:10][CH:11]=[O:12])([C:4]([CH3:7])([CH3:6])[CH3:5])([CH3:3])[CH3:2]. (3) Given the reactants [NH2:1][C:2]1[N:6]([C:7]2[C:12]([Cl:13])=[CH:11][C:10]([C:14]([F:17])([F:16])[F:15])=[CH:9][C:8]=2[Cl:18])[N:5]=[C:4]([C:19]#[N:20])[C:3]=1[S:21][C:22]([F:25])([F:24])[F:23].[Cl:26][CH2:27][CH2:28][C:29](Cl)=[O:30], predict the reaction product. The product is: [Cl:26][CH2:27][CH2:28][C:29]([NH:1][C:2]1[N:6]([C:7]2[C:12]([Cl:13])=[CH:11][C:10]([C:14]([F:15])([F:16])[F:17])=[CH:9][C:8]=2[Cl:18])[N:5]=[C:4]([C:19]#[N:20])[C:3]=1[S:21][C:22]([F:25])([F:24])[F:23])=[O:30]. (4) Given the reactants [O:1]=[C:2]1[NH:6][CH:5]([C:7]2[CH:12]=[CH:11][C:10]([C:13]3[CH:18]=[CH:17][C:16]([C:19]#[N:20])=[CH:15][CH:14]=3)=[CH:9][CH:8]=2)[CH2:4][CH2:3]1.[C:21](=O)([O:27]C(C)(C)C)[O:22][C:23]([CH3:26])([CH3:25])[CH3:24], predict the reaction product. The product is: [C:19]([C:16]1[CH:17]=[CH:18][C:13]([C:10]2[CH:9]=[CH:8][C:7]([CH:5]3[CH2:4][CH2:3][C:2](=[O:1])[N:6]3[C:21]([O:22][C:23]([CH3:26])([CH3:25])[CH3:24])=[O:27])=[CH:12][CH:11]=2)=[CH:14][CH:15]=1)#[N:20].